The task is: Predict the product of the given reaction.. This data is from Forward reaction prediction with 1.9M reactions from USPTO patents (1976-2016). (1) Given the reactants [Br:1][C:2]1[CH:9]=[CH:8][C:5]([C:6]#[N:7])=[C:4](F)[CH:3]=1.CO.[C:13](=O)([O-])[O-:14].[K+].[K+].C(Cl)Cl, predict the reaction product. The product is: [Br:1][C:2]1[CH:9]=[CH:8][C:5]([C:6]#[N:7])=[C:4]([O:14][CH3:13])[CH:3]=1. (2) Given the reactants [CH3:1][C:2]1([CH3:20])[C:7]2[CH:8]=[C:9](/[C:12](/[CH2:17][CH3:18])=[CH:13]/[C:14]([NH2:16])=O)[CH:10]=[CH:11][C:6]=2[NH:5][C:4](=[O:19])[O:3]1.S(Cl)(Cl)=O, predict the reaction product. The product is: [CH3:20][C:2]1([CH3:1])[C:7]2[CH:8]=[C:9](/[C:12](/[CH2:17][CH3:18])=[CH:13]/[C:14]#[N:16])[CH:10]=[CH:11][C:6]=2[NH:5][C:4](=[O:19])[O:3]1. (3) Given the reactants [C:1]([C:3]1[CH:8]=[N:7][CH:6]=[CH:5][N:4]=1)#[N:2].[F:9][C:10]([F:18])([F:17])[C:11](C)([CH3:15])[C:12](O)=O.[NH4+].[NH4+].[O-]S(OOS([O-])(=O)=O)(=O)=O, predict the reaction product. The product is: [F:9][C:10]([F:18])([F:17])[C:11]([C:6]1[N:7]=[CH:8][C:3]([C:1]#[N:2])=[N:4][CH:5]=1)([CH3:15])[CH3:12]. (4) Given the reactants [F:1][C:2]([F:43])([F:42])[CH2:3][NH:4][C:5]([C:7]1([CH2:20][CH2:21][CH2:22][CH2:23][N:24]2[CH2:29][CH2:28][N:27]([C:30]3[CH:39]=[CH:38][C:37]4[C:32](=[C:33]([O:40]C)[CH:34]=[CH:35][CH:36]=4)[N:31]=3)[CH2:26][CH2:25]2)[C:19]2[CH:18]=[CH:17][CH:16]=[CH:15][C:14]=2[C:13]2[C:8]1=[CH:9][CH:10]=[CH:11][CH:12]=2)=[O:6].B(Br)(Br)Br, predict the reaction product. The product is: [F:43][C:2]([F:1])([F:42])[CH2:3][NH:4][C:5]([C:7]1([CH2:20][CH2:21][CH2:22][CH2:23][N:24]2[CH2:25][CH2:26][N:27]([C:30]3[CH:39]=[CH:38][C:37]4[C:32](=[C:33]([OH:40])[CH:34]=[CH:35][CH:36]=4)[N:31]=3)[CH2:28][CH2:29]2)[C:8]2[CH:9]=[CH:10][CH:11]=[CH:12][C:13]=2[C:14]2[C:19]1=[CH:18][CH:17]=[CH:16][CH:15]=2)=[O:6]. (5) Given the reactants [CH2:1]([O:8][C:9]1[C:18]2[C:13](=[CH:14][CH:15]=[CH:16][CH:17]=2)[N:12]([CH2:19][CH:20]=O)[C:11](=[O:22])[CH:10]=1)[C:2]1[CH:7]=[CH:6][CH:5]=[CH:4][CH:3]=1.[C:23]([O:27][C:28](=[O:47])[N:29]([CH2:36][C:37]1[CH:46]=[CH:45][C:40]2[O:41][CH2:42][CH2:43][O:44][C:39]=2[CH:38]=1)[CH:30]1[CH2:35][CH2:34][NH:33][CH2:32][CH2:31]1)([CH3:26])([CH3:25])[CH3:24].C(O[BH-](OC(=O)C)OC(=O)C)(=O)C.[Na+].C(=O)([O-])O.[Na+], predict the reaction product. The product is: [C:23]([O:27][C:28](=[O:47])[N:29]([CH:30]1[CH2:35][CH2:34][N:33]([CH2:20][CH2:19][N:12]2[C:13]3[C:18](=[CH:17][CH:16]=[CH:15][CH:14]=3)[C:9]([O:8][CH2:1][C:2]3[CH:7]=[CH:6][CH:5]=[CH:4][CH:3]=3)=[CH:10][C:11]2=[O:22])[CH2:32][CH2:31]1)[CH2:36][C:37]1[CH:46]=[CH:45][C:40]2[O:41][CH2:42][CH2:43][O:44][C:39]=2[CH:38]=1)([CH3:26])([CH3:24])[CH3:25]. (6) Given the reactants [N:1]1[CH:6]=[CH:5][CH:4]=[C:3]([N:7]2[CH2:11][CH2:10][NH:9][C:8]2=[O:12])[CH:2]=1.I[C:14]1[CH:15]=[CH:16][C:17]2[S:21][CH:20]=[N:19][C:18]=2[CH:22]=1.N[C@@H]1CCCC[C@H]1N.C(=O)([O-])[O-].[K+].[K+], predict the reaction product. The product is: [S:21]1[C:17]2[CH:16]=[CH:15][C:14]([N:9]3[CH2:10][CH2:11][N:7]([C:3]4[CH:2]=[N:1][CH:6]=[CH:5][CH:4]=4)[C:8]3=[O:12])=[CH:22][C:18]=2[N:19]=[CH:20]1. (7) The product is: [C:23]([C:36]1[CH:41]=[CH:40][C:39]([C:13]2[CH:14]=[CH:15][C:10]3[N:9]=[C:8]([CH2:20][O:21][CH2:22][C:23]4([C:36]5[CH:41]=[CH:40][CH:39]=[CH:38][CH:37]=5)[CH2:28][CH2:27][N:26]([C:29]([O:31][C:32]([CH3:35])([CH3:33])[CH3:34])=[O:30])[CH2:25][CH2:24]4)[N:7]([CH2:6][CH:3]4[CH2:4][CH2:5]4)[C:11]=3[CH:12]=2)=[CH:38][CH:37]=1)#[N:2]. Given the reactants [OH-].[NH4+:2].[CH:3]1([CH2:6][N:7]2[C:11]3[CH:12]=[CH:13][C:14](C(F)(F)F)=[CH:15][C:10]=3[N:9]=[C:8]2[CH2:20][O:21][CH2:22][C:23]2([C:36]3[CH:41]=[CH:40][CH:39]=[CH:38][CH:37]=3)[CH2:28][CH2:27][N:26]([C:29]([O:31][C:32]([CH3:35])([CH3:34])[CH3:33])=[O:30])[CH2:25][CH2:24]2)[CH2:5][CH2:4]1, predict the reaction product.